Task: Predict which catalyst facilitates the given reaction.. Dataset: Catalyst prediction with 721,799 reactions and 888 catalyst types from USPTO (1) Product: [CH3:16][O:17][CH:18]([O:21][CH3:22])[CH2:19][NH:20][C:13]([CH:9]1[CH2:10][CH2:11][CH2:12][N:8]1[CH2:1][C:2]1[CH:3]=[CH:4][CH:5]=[CH:6][CH:7]=1)=[O:15]. The catalyst class is: 2. Reactant: [CH2:1]([N:8]1[CH2:12][CH2:11][CH2:10][CH:9]1[C:13]([OH:15])=O)[C:2]1[CH:7]=[CH:6][CH:5]=[CH:4][CH:3]=1.[CH3:16][O:17][CH:18]([O:21][CH3:22])[CH2:19][NH2:20].CCN=C=NCCCN(C)C.Cl.C1C=CC2N(O)N=NC=2C=1.CN1CCOCC1.C([O-])(O)=O.[Na+]. (2) Reactant: [NH2:1][C:2]1[N:7]=[C:6]([N:8]2[C@H:13]([CH3:14])[CH2:12][CH2:11][C@H:10]([C:15]([OH:17])=O)[CH2:9]2)[CH:5]=[C:4]([C:18]2[CH:23]=[CH:22][C:21]([C:24]#[N:25])=[C:20]([F:26])[CH:19]=2)[N:3]=1.CN(C(ON1N=NC2C=CC=NC1=2)=[N+](C)C)C.F[P-](F)(F)(F)(F)F.CCN(C(C)C)C(C)C.[CH3:60][CH:61]1[CH2:66][CH2:65][CH2:64][CH2:63][CH:62]1[NH2:67]. Product: [NH2:1][C:2]1[N:7]=[C:6]([N:8]2[C@H:13]([CH3:14])[CH2:12][CH2:11][C@H:10]([C:15]([NH:67][CH:62]3[CH2:63][CH2:64][CH2:65][CH2:66][CH:61]3[CH3:60])=[O:17])[CH2:9]2)[CH:5]=[C:4]([C:18]2[CH:23]=[CH:22][C:21]([C:24]#[N:25])=[C:20]([F:26])[CH:19]=2)[N:3]=1. The catalyst class is: 173. (3) Reactant: [OH:1][C:2]([C:5]1[N:10]=[C:9]([CH2:11][N:12]2[CH2:16][CH2:15][N:14]([C@@H:17]([C:25]([CH3:28])([CH3:27])[CH3:26])[C:18]([O:20]C(C)(C)C)=[O:19])[C:13]2=[O:29])[CH:8]=[CH:7][CH:6]=1)([CH3:4])[CH3:3].FC(F)(F)C(O)=O. Product: [OH:1][C:2]([C:5]1[N:10]=[C:9]([CH2:11][N:12]2[CH2:16][CH2:15][N:14]([C@@H:17]([C:25]([CH3:28])([CH3:27])[CH3:26])[C:18]([OH:20])=[O:19])[C:13]2=[O:29])[CH:8]=[CH:7][CH:6]=1)([CH3:4])[CH3:3]. The catalyst class is: 6.